Dataset: Peptide-MHC class I binding affinity with 185,985 pairs from IEDB/IMGT. Task: Regression. Given a peptide amino acid sequence and an MHC pseudo amino acid sequence, predict their binding affinity value. This is MHC class I binding data. (1) The peptide sequence is GMLSSLHTL. The MHC is HLA-A69:01 with pseudo-sequence HLA-A69:01. The binding affinity (normalized) is 0.0847. (2) The peptide sequence is TFMDHVLRY. The MHC is HLA-B15:42 with pseudo-sequence HLA-B15:42. The binding affinity (normalized) is 0.213. (3) The peptide sequence is SVLDIISSK. The MHC is HLA-A33:01 with pseudo-sequence HLA-A33:01. The binding affinity (normalized) is 0.224.